This data is from Catalyst prediction with 721,799 reactions and 888 catalyst types from USPTO. The task is: Predict which catalyst facilitates the given reaction. (1) Reactant: [O:1]([C:8]1[CH:30]=[CH:29][C:11]([O:12][C:13]2[C:18]([C:19]([NH2:21])=[O:20])=[CH:17][N:16]=[C:15]([NH:22][CH:23]3[CH2:28][CH2:27][CH2:26][NH:25][CH2:24]3)[N:14]=2)=[CH:10][CH:9]=1)[C:2]1[CH:7]=[CH:6][CH:5]=[CH:4][CH:3]=1.[N:31]#[C:32]Br.C(=O)(O)[O-].[Na+]. The catalyst class is: 46. Product: [C:32]([N:25]1[CH2:26][CH2:27][CH2:28][CH:23]([NH:22][C:15]2[N:14]=[C:13]([O:12][C:11]3[CH:29]=[CH:30][C:8]([O:1][C:2]4[CH:7]=[CH:6][CH:5]=[CH:4][CH:3]=4)=[CH:9][CH:10]=3)[C:18]([C:19]([NH2:21])=[O:20])=[CH:17][N:16]=2)[CH2:24]1)#[N:31]. (2) Reactant: [CH3:1][C:2]1([CH3:20])[O:6][CH:5]([CH2:7][C:8]2[CH:9]=[C:10]([CH2:16][C:17]#[C:18][OH:19])[CH:11]=[CH:12][C:13]=2[O:14][CH3:15])[CH2:4][O:3]1. Product: [CH3:1][C:2]1([CH3:20])[O:6][CH:5]([CH2:7][C:8]2[CH:9]=[C:10]([CH2:16][CH2:17][CH2:18][OH:19])[CH:11]=[CH:12][C:13]=2[O:14][CH3:15])[CH2:4][O:3]1. The catalyst class is: 78.